Dataset: CYP2C19 inhibition data for predicting drug metabolism from PubChem BioAssay. Task: Regression/Classification. Given a drug SMILES string, predict its absorption, distribution, metabolism, or excretion properties. Task type varies by dataset: regression for continuous measurements (e.g., permeability, clearance, half-life) or binary classification for categorical outcomes (e.g., BBB penetration, CYP inhibition). Dataset: cyp2c19_veith. (1) The drug is COc1ccc(NC(=O)N2CCCC3(CCN(C(C)=O)CC3)C2)cc1. The result is 0 (non-inhibitor). (2) The drug is O=C(O)Cn1c(-c2ccccc2)nc2ccccc21. The result is 0 (non-inhibitor). (3) The drug is CC1=CC(=O)CC(C)(C)[C@]1(O)/C=C\C(C)=C\C(=O)O. The result is 0 (non-inhibitor). (4) The molecule is CNc1nc(-c2cccc(NS(C)(=O)=O)c2)nc2ccccc12. The result is 0 (non-inhibitor). (5) The compound is O=C(c1ccc2c(c1)C(=O)N(Cc1ccco1)C2=O)N1CCOCC1. The result is 0 (non-inhibitor).